From a dataset of Experimentally validated miRNA-target interactions with 360,000+ pairs, plus equal number of negative samples. Binary Classification. Given a miRNA mature sequence and a target amino acid sequence, predict their likelihood of interaction. The miRNA is hsa-miR-4472 with sequence GGUGGGGGGUGUUGUUUU. The protein sequence of the target gene is MKVSTLRESSAMASPLPREMEEELVPTGSEPGDTRAKPPVKPKPRALPAKPALPAKPSLLVPVGPRPPRGPLAELPSARKMNMLAGPQPYGGSKRPLPFAPRPAVEASTGGEATQETGKEEAGKEEPPPLTPPARCAAPGGVRKAPAPFRPASERFAATTVEEILAKMEQPRKEVLASPDRLWGSRLTFNHDGSSRYGPRTYGTTTAPRDEDGSTLFRGWSQEGPVKSPAECREEHSKTPEERSLPSDLAFNGDLAKAASSELPADISKPWIPSSPAPSSENGGPASPGLPAEASGSGPG.... Result: 1 (interaction).